Task: Predict the reaction yield, written as a fraction of the theoretical maximum amount of product (1.0 means a 100% yield; for example, 0.34 means a 34% yield).. Dataset: Reaction yield outcomes from USPTO patents with 853,638 reactions The reactants are [CH3:1][C:2]1[CH:7]=[CH:6][N:5]=[CH:4][C:3]=1[N:8]1[CH2:12][CH2:11][NH:10][C:9]1=[O:13].Br[C:15]1[CH:20]=[CH:19][C:18]([F:21])=[C:17]([CH3:22])[CH:16]=1.N[C@@H]1CCCC[C@H]1N.P([O-])([O-])([O-])=O.[K+].[K+].[K+]. The catalyst is [Cu](I)I.O1CCOCC1. The product is [F:21][C:18]1[CH:19]=[CH:20][C:15]([N:10]2[CH2:11][CH2:12][N:8]([C:3]3[CH:4]=[N:5][CH:6]=[CH:7][C:2]=3[CH3:1])[C:9]2=[O:13])=[CH:16][C:17]=1[CH3:22]. The yield is 0.300.